Task: Predict which catalyst facilitates the given reaction.. Dataset: Catalyst prediction with 721,799 reactions and 888 catalyst types from USPTO (1) Reactant: [NH4+].[N:2]#[C:3][S-:4].[O:5]1[C:9]2[CH:10]=[CH:11][C:12]([NH2:14])=[CH:13][C:8]=2[O:7][CH2:6]1. Product: [O:5]1[C:9]2[CH:10]=[CH:11][C:12]([NH:14][C:3]([NH2:2])=[S:4])=[CH:13][C:8]=2[O:7][CH2:6]1. The catalyst class is: 126. (2) Reactant: [F:1][C:2]1[CH:10]=[C:9]2[C:5]([CH:6]=[CH:7][N:8]2[S:11]([C:14]2[CH:19]=[CH:18][CH:17]=[CH:16][CH:15]=2)(=[O:13])=[O:12])=[CH:4][C:3]=1[OH:20].C1(P(C2C=CC=CC=2)C2C=CC=CC=2)C=CC=CC=1.O[CH2:41][CH2:42][NH:43]C(=O)OC(C)(C)C.C(O)(C(F)(F)F)=O. Product: [F:1][C:2]1[CH:10]=[C:9]2[C:5]([CH:6]=[CH:7][N:8]2[S:11]([C:14]2[CH:19]=[CH:18][CH:17]=[CH:16][CH:15]=2)(=[O:13])=[O:12])=[CH:4][C:3]=1[O:20][CH2:41][CH2:42][NH2:43]. The catalyst class is: 2. (3) Reactant: Cl[C:2]1[C:7]([C:8]#[N:9])=[C:6]([NH:10][CH2:11][C:12]2[CH:17]=[CH:16][CH:15]=[CH:14][N:13]=2)[N:5]=[C:4]([NH:18][CH2:19][C:20]2[CH:25]=[CH:24][CH:23]=[CH:22][N:21]=2)[N:3]=1.[C:26]1([N:32]2[CH2:37][CH2:36][NH:35][CH2:34][CH2:33]2)[CH:31]=[CH:30][CH:29]=[CH:28][CH:27]=1.C(N(C(C)C)C(C)C)C. Product: [C:26]1([N:32]2[CH2:37][CH2:36][N:35]([C:2]3[C:7]([C:8]#[N:9])=[C:6]([NH:10][CH2:11][C:12]4[CH:17]=[CH:16][CH:15]=[CH:14][N:13]=4)[N:5]=[C:4]([NH:18][CH2:19][C:20]4[CH:25]=[CH:24][CH:23]=[CH:22][N:21]=4)[N:3]=3)[CH2:34][CH2:33]2)[CH:31]=[CH:30][CH:29]=[CH:28][CH:27]=1. The catalyst class is: 12. (4) Reactant: Br[C:2]1[N:3]=[CH:4][C:5]([C:15]([O:17][CH3:18])=[O:16])=[N:6][C:7]=1[C:8]1[CH:13]=[CH:12][C:11]([Cl:14])=[CH:10][CH:9]=1.C(=O)([O-])[O-].[Cs+].[Cs+].[F:25][C:26]([F:31])([F:30])[C@@H:27]([OH:29])[CH3:28]. Product: [Cl:14][C:11]1[CH:12]=[CH:13][C:8]([C:7]2[N:6]=[C:5]([C:15]([O:17][CH3:18])=[O:16])[CH:4]=[N:3][C:2]=2[O:29][C@@H:27]([CH3:28])[C:26]([F:31])([F:30])[F:25])=[CH:9][CH:10]=1. The catalyst class is: 16. (5) Reactant: [F:1][C:2]1[CH:7]=[CH:6][CH:5]=[C:4]([F:8])[C:3]=1[N:9]1[C:14](=[O:15])[CH:13]=[CH:12][C:11]([C:16]([O:18]C)=[O:17])=[CH:10]1.[OH-].[Na+]. Product: [F:1][C:2]1[CH:7]=[CH:6][CH:5]=[C:4]([F:8])[C:3]=1[N:9]1[C:14](=[O:15])[CH:13]=[CH:12][C:11]([C:16]([OH:18])=[O:17])=[CH:10]1. The catalyst class is: 301. (6) Reactant: [F:1][C:2]1[CH:7]=[CH:6][C:5]([OH:8])=[CH:4][C:3]=1[C:9]1[CH:14]=[CH:13][N:12]=[C:11]2[N:15]([S:31]([C:34]3[CH:40]=[CH:39][C:37]([CH3:38])=[CH:36][CH:35]=3)(=[O:33])=[O:32])[C:16]([C:18]3[CH2:23][CH2:22][N:21]([C:24]([O:26][C:27]([CH3:30])([CH3:29])[CH3:28])=[O:25])[CH2:20][CH:19]=3)=[CH:17][C:10]=12.C(P(=CC#N)(CCCC)CCCC)CCC.[F:57][C:58]1[CH:59]=[C:60]([CH2:64]O)[CH:61]=[CH:62][CH:63]=1. Product: [F:1][C:2]1[CH:7]=[CH:6][C:5]([O:8][CH2:64][C:60]2[CH:61]=[CH:62][CH:63]=[C:58]([F:57])[CH:59]=2)=[CH:4][C:3]=1[C:9]1[CH:14]=[CH:13][N:12]=[C:11]2[N:15]([S:31]([C:34]3[CH:35]=[CH:36][C:37]([CH3:38])=[CH:39][CH:40]=3)(=[O:32])=[O:33])[C:16]([C:18]3[CH2:23][CH2:22][N:21]([C:24]([O:26][C:27]([CH3:30])([CH3:29])[CH3:28])=[O:25])[CH2:20][CH:19]=3)=[CH:17][C:10]=12. The catalyst class is: 11. (7) Reactant: Cl.Cl.[NH2:3][C@@H:4]([CH:31]1[CH2:36][CH2:35][O:34][CH2:33][CH2:32]1)[C:5]([N:7]1[C@H:12]([C:13]([NH:15][C@H:16]2[C:25]3[C:20](=[CH:21][CH:22]=[CH:23][CH:24]=3)[O:19][CH2:18][CH2:17]2)=[O:14])[CH2:11][N:10]2[CH2:26][C:27]([F:30])([F:29])[CH2:28][C@@H:9]2[CH2:8]1)=[O:6].[C:37]([O:41][C:42]([N:44]([CH3:50])[C@H:45]([C:47](O)=[O:48])[CH3:46])=[O:43])([CH3:40])([CH3:39])[CH3:38].F[P-](F)(F)(F)(F)F.N1(OC(N(C)C)=[N+](C)C)C2N=CC=CC=2N=N1.C(N(CC)C(C)C)(C)C. Product: [C:37]([O:41][C:42](=[O:43])[N:44]([C@@H:45]([CH3:46])[C:47]([NH:3][C@@H:4]([CH:31]1[CH2:32][CH2:33][O:34][CH2:35][CH2:36]1)[C:5]([N:7]1[C@H:12]([C:13](=[O:14])[NH:15][C@H:16]2[C:25]3[C:20](=[CH:21][CH:22]=[CH:23][CH:24]=3)[O:19][CH2:18][CH2:17]2)[CH2:11][N:10]2[CH2:26][C:27]([F:30])([F:29])[CH2:28][C@@H:9]2[CH2:8]1)=[O:6])=[O:48])[CH3:50])([CH3:40])([CH3:38])[CH3:39]. The catalyst class is: 42.